This data is from NCI-60 drug combinations with 297,098 pairs across 59 cell lines. The task is: Regression. Given two drug SMILES strings and cell line genomic features, predict the synergy score measuring deviation from expected non-interaction effect. (1) Drug 1: CC12CCC3C(C1CCC2=O)CC(=C)C4=CC(=O)C=CC34C. Drug 2: COC1=CC(=CC(=C1O)OC)C2C3C(COC3=O)C(C4=CC5=C(C=C24)OCO5)OC6C(C(C7C(O6)COC(O7)C8=CC=CS8)O)O. Cell line: SK-MEL-28. Synergy scores: CSS=31.1, Synergy_ZIP=-3.14, Synergy_Bliss=-0.442, Synergy_Loewe=-1.73, Synergy_HSA=1.76. (2) Drug 1: CC1C(C(CC(O1)OC2CC(CC3=C2C(=C4C(=C3O)C(=O)C5=C(C4=O)C(=CC=C5)OC)O)(C(=O)CO)O)N)O.Cl. Drug 2: CC(C)NC(=O)C1=CC=C(C=C1)CNNC.Cl. Cell line: SF-268. Synergy scores: CSS=2.95, Synergy_ZIP=-0.969, Synergy_Bliss=0.778, Synergy_Loewe=-2.34, Synergy_HSA=1.06. (3) Drug 1: C1=CN(C=N1)CC(O)(P(=O)(O)O)P(=O)(O)O. Drug 2: CC1C(C(CC(O1)OC2CC(CC3=C2C(=C4C(=C3O)C(=O)C5=CC=CC=C5C4=O)O)(C(=O)C)O)N)O. Cell line: SF-539. Synergy scores: CSS=41.5, Synergy_ZIP=-0.877, Synergy_Bliss=-0.831, Synergy_Loewe=-16.8, Synergy_HSA=0.738. (4) Drug 1: CCC1=CC2CC(C3=C(CN(C2)C1)C4=CC=CC=C4N3)(C5=C(C=C6C(=C5)C78CCN9C7C(C=CC9)(C(C(C8N6C)(C(=O)OC)O)OC(=O)C)CC)OC)C(=O)OC.C(C(C(=O)O)O)(C(=O)O)O. Drug 2: C1=CC(=CC=C1CC(C(=O)O)N)N(CCCl)CCCl.Cl. Cell line: HL-60(TB). Synergy scores: CSS=68.3, Synergy_ZIP=5.31, Synergy_Bliss=7.18, Synergy_Loewe=-1.65, Synergy_HSA=6.84. (5) Drug 1: C1=NC2=C(N=C(N=C2N1C3C(C(C(O3)CO)O)F)Cl)N. Drug 2: CC12CCC3C(C1CCC2OP(=O)(O)O)CCC4=C3C=CC(=C4)OC(=O)N(CCCl)CCCl.[Na+]. Cell line: BT-549. Synergy scores: CSS=3.73, Synergy_ZIP=-2.62, Synergy_Bliss=-1.25, Synergy_Loewe=0.374, Synergy_HSA=-1.26. (6) Drug 1: C1=CC(=CC=C1CCC2=CNC3=C2C(=O)NC(=N3)N)C(=O)NC(CCC(=O)O)C(=O)O. Drug 2: C1=CN(C(=O)N=C1N)C2C(C(C(O2)CO)O)O.Cl. Cell line: HOP-92. Synergy scores: CSS=31.4, Synergy_ZIP=-9.70, Synergy_Bliss=-4.98, Synergy_Loewe=-4.47, Synergy_HSA=-0.708. (7) Drug 1: CC1=C(C(CCC1)(C)C)C=CC(=CC=CC(=CC(=O)O)C)C. Drug 2: CC1=C2C(C(=O)C3(C(CC4C(C3C(C(C2(C)C)(CC1OC(=O)C(C(C5=CC=CC=C5)NC(=O)C6=CC=CC=C6)O)O)OC(=O)C7=CC=CC=C7)(CO4)OC(=O)C)O)C)OC(=O)C. Cell line: SK-OV-3. Synergy scores: CSS=22.4, Synergy_ZIP=5.60, Synergy_Bliss=12.5, Synergy_Loewe=-3.99, Synergy_HSA=11.3. (8) Drug 1: C1C(C(OC1N2C=NC(=NC2=O)N)CO)O. Drug 2: C(CN)CNCCSP(=O)(O)O. Cell line: HL-60(TB). Synergy scores: CSS=20.0, Synergy_ZIP=1.16, Synergy_Bliss=7.96, Synergy_Loewe=-11.8, Synergy_HSA=3.85. (9) Drug 1: COC1=CC(=CC(=C1O)OC)C2C3C(COC3=O)C(C4=CC5=C(C=C24)OCO5)OC6C(C(C7C(O6)COC(O7)C8=CC=CS8)O)O. Drug 2: CCCCCOC(=O)NC1=NC(=O)N(C=C1F)C2C(C(C(O2)C)O)O. Cell line: UACC62. Synergy scores: CSS=36.0, Synergy_ZIP=-7.00, Synergy_Bliss=-0.916, Synergy_Loewe=-47.6, Synergy_HSA=-0.903. (10) Drug 1: CNC(=O)C1=CC=CC=C1SC2=CC3=C(C=C2)C(=NN3)C=CC4=CC=CC=N4. Drug 2: CCC1(C2=C(COC1=O)C(=O)N3CC4=CC5=C(C=CC(=C5CN(C)C)O)N=C4C3=C2)O.Cl. Cell line: HT29. Synergy scores: CSS=10.7, Synergy_ZIP=-6.41, Synergy_Bliss=0.00471, Synergy_Loewe=-14.5, Synergy_HSA=-1.82.